From a dataset of Full USPTO retrosynthesis dataset with 1.9M reactions from patents (1976-2016). Predict the reactants needed to synthesize the given product. (1) Given the product [Cl:5][C:6]1[CH:7]=[C:8]([C:13]2([C:28]([F:30])([F:29])[F:31])[O:17][N:16]=[C:15]([C:18]3[CH:19]=[CH:20][C:21]([CH3:27])=[C:22]([CH:23]=3)[NH2:24])[CH2:14]2)[CH:9]=[C:10]([Cl:12])[CH:11]=1, predict the reactants needed to synthesize it. The reactants are: C(O)(=O)C.[Cl:5][C:6]1[CH:7]=[C:8]([C:13]2([C:28]([F:31])([F:30])[F:29])[O:17][N:16]=[C:15]([C:18]3[CH:19]=[CH:20][C:21]([CH3:27])=[C:22]([N+:24]([O-])=O)[CH:23]=3)[CH2:14]2)[CH:9]=[C:10]([Cl:12])[CH:11]=1. (2) Given the product [Br:1][C:2]1[CH:11]=[C:10]2[C:5]([C:6]([Cl:19])=[CH:7][CH:8]=[N:9]2)=[CH:4][C:3]=1[F:13], predict the reactants needed to synthesize it. The reactants are: [Br:1][C:2]1[CH:11]=[C:10]2[C:5]([C:6](O)=[CH:7][CH:8]=[N:9]2)=[CH:4][C:3]=1[F:13].C(#N)C.P(Cl)(Cl)([Cl:19])=O. (3) The reactants are: [NH2:1][C:2]1[CH:7]=[CH:6][CH:5]=[CH:4][N:3]=1.CN(C(ON1N=NC2C=CC=NC1=2)=[N+](C)C)C.F[P-](F)(F)(F)(F)F.C(N(C(C)C)CC)(C)C.[Cl:41][C:42]1[CH:47]=[C:46]([Cl:48])[CH:45]=[CH:44][C:43]=1[CH2:49][CH2:50][O:51][C:52]1[N:57]=[C:56]([C:58]2[CH:59]=[C:60]([CH:64]=[CH:65][CH:66]=2)[C:61](O)=[O:62])[CH:55]=[CH:54][CH:53]=1. Given the product [Cl:41][C:42]1[CH:47]=[C:46]([Cl:48])[CH:45]=[CH:44][C:43]=1[CH2:49][CH2:50][O:51][C:52]1[N:57]=[C:56]([C:58]2[CH:59]=[C:60]([CH:64]=[CH:65][CH:66]=2)[C:61]([NH:1][C:2]2[CH:7]=[CH:6][CH:5]=[CH:4][N:3]=2)=[O:62])[CH:55]=[CH:54][CH:53]=1, predict the reactants needed to synthesize it. (4) Given the product [Br:1][C:2]1[N:7]=[CH:6][C:5]([NH:8][C:23](=[O:24])[CH2:22][O:21][CH3:20])=[C:4]([NH:9][CH:10]([CH3:12])[CH3:11])[CH:3]=1, predict the reactants needed to synthesize it. The reactants are: [Br:1][C:2]1[N:7]=[CH:6][C:5]([NH2:8])=[C:4]([NH:9][CH:10]([CH3:12])[CH3:11])[CH:3]=1.C(N(CC)CC)C.[CH3:20][O:21][CH2:22][C:23](Cl)=[O:24]. (5) Given the product [F:26][C:27]1[CH:32]=[CH:31][C:30]([C:2]2[C:12]([O:13][CH2:14][CH2:15][CH3:16])=[CH:11][C:5]([C:6]([O:8][CH2:9][CH3:10])=[O:7])=[CH:4][C:3]=2[OH:17])=[CH:29][CH:28]=1, predict the reactants needed to synthesize it. The reactants are: Br[C:2]1[C:12]([O:13][CH2:14][CH2:15][CH3:16])=[CH:11][C:5]([C:6]([O:8][CH2:9][CH3:10])=[O:7])=[CH:4][C:3]=1[OH:17].P([O-])([O-])([O-])=O.[K+].[K+].[K+].[F:26][C:27]1[CH:32]=[CH:31][C:30](B(O)O)=[CH:29][CH:28]=1.C1(P(C2CCCCC2)C2CCCCC2)CCCCC1. (6) Given the product [CH3:34][C:35]1([CH3:37])[NH:24][C:17]([N:18]([CH2:20][CH2:21][O:22][CH3:23])[CH3:19])=[N:16][C:15]([NH:14][CH2:2][CH2:3][CH2:4][CH2:5][CH2:6][CH2:7][CH2:8][CH2:9][CH2:10][CH2:11][CH2:12][CH3:13])=[N:25]1, predict the reactants needed to synthesize it. The reactants are: Cl.[CH2:2]([NH:14][C:15](=[NH:25])[NH:16][C:17](=[NH:24])[N:18]([CH2:20][CH2:21][O:22][CH3:23])[CH3:19])[CH2:3][CH2:4][CH2:5][CH2:6][CH2:7][CH2:8][CH2:9][CH2:10][CH2:11][CH2:12][CH3:13].C(O)C.S(=O)(=O)(O)O.[CH3:34][C:35]([CH3:37])=O.